From a dataset of Full USPTO retrosynthesis dataset with 1.9M reactions from patents (1976-2016). Predict the reactants needed to synthesize the given product. (1) The reactants are: [NH2:1][C@@H:2]1[C:11]2[C:6](=[CH:7][CH:8]=[CH:9][CH:10]=2)[C@H:5]([OH:12])[CH2:4][CH2:3]1.[H-].[Na+].[F:15][C:16]1[CH:21]=[C:20](F)[CH:19]=[CH:18][N:17]=1. Given the product [F:15][C:16]1[CH:21]=[C:20]([O:12][C@H:5]2[C:6]3[C:11](=[CH:10][CH:9]=[CH:8][CH:7]=3)[C@@H:2]([NH2:1])[CH2:3][CH2:4]2)[CH:19]=[CH:18][N:17]=1, predict the reactants needed to synthesize it. (2) Given the product [Cl:1][C:2]1[CH:13]=[CH:12][C:11]([N:14]2[CH:18]=[CH:17][CH:16]=[N:15]2)=[CH:10][C:3]=1[CH:4]=[O:5], predict the reactants needed to synthesize it. The reactants are: [Cl:1][C:2]1[CH:13]=[CH:12][C:11]([N:14]2[CH:18]=[CH:17][CH:16]=[N:15]2)=[CH:10][C:3]=1[C:4](N(OC)C)=[O:5].CC(C[AlH]CC(C)C)C. (3) Given the product [F:31][C:32]([F:37])([F:36])[C:33]([OH:35])=[O:34].[CH2:19]1[C:12]2[C:13]3[CH:14]=[CH:15][CH:16]=[CH:17][C:18]=3[N:10]([CH2:9][CH2:8][S:7][C:1]3[CH:6]=[CH:5][CH:4]=[CH:3][CH:2]=3)[C:11]=2[CH2:23][CH2:22][NH:21][CH2:20]1, predict the reactants needed to synthesize it. The reactants are: [C:1]1([S:7][CH2:8][CH2:9][N:10]2[C:18]3[CH:17]=[CH:16][CH:15]=[CH:14][C:13]=3[C:12]3[CH2:19][CH2:20][N:21](C(OC(C)(C)C)=O)[CH2:22][CH2:23][C:11]2=3)[CH:6]=[CH:5][CH:4]=[CH:3][CH:2]=1.[F:31][C:32]([F:37])([F:36])[C:33]([OH:35])=[O:34]. (4) Given the product [F:20][C:21]([F:28])([F:27])[C:22]([NH:13][CH2:11][CH2:10][C:5]1[CH:6]=[CH:7][CH:8]=[CH:9][C:4]=1[N+:1]([O-:3])=[O:2])=[O:23], predict the reactants needed to synthesize it. The reactants are: [N+:1]([C:4]1[CH:9]=[CH:8][CH:7]=[CH:6][C:5]=1[CH2:10][C:11]([NH2:13])=O)([O-:3])=[O:2].B.C1COCC1.[F:20][C:21]([F:28])([F:27])[C:22](OCC)=[O:23]. (5) Given the product [N:29]1([CH2:28][CH2:27][NH:26][C:2]2[CH:7]=[CH:6][C:5]([C:8]3[O:9][C:10]4[CH:16]=[CH:15][CH:14]=[CH:13][C:11]=4[N:12]=3)=[CH:4][C:3]=2[N+:17]([O-:19])=[O:18])[CH2:34][CH2:33][CH2:32][CH2:31][CH2:30]1, predict the reactants needed to synthesize it. The reactants are: F[C:2]1[CH:7]=[CH:6][C:5]([C:8]2[O:9][C:10]3[CH:16]=[CH:15][CH:14]=[CH:13][C:11]=3[N:12]=2)=[CH:4][C:3]=1[N+:17]([O-:19])=[O:18].C(=O)([O-])[O-].[K+].[K+].[NH2:26][CH2:27][CH2:28][N:29]1[CH2:34][CH2:33][CH2:32][CH2:31][CH2:30]1.O. (6) Given the product [C:40]([O:39][C@@H:34]1[CH2:33][C@@:31]2([CH3:32])[C@@H:27]([CH2:28][CH2:29][C:30]2=[O:43])[C@H:26]2[C@H:35]1[C@@H:36]1[C:23]([CH:24]=[CH:25]2)=[CH:22][C:21](=[O:20])[CH2:38][CH2:37]1)(=[O:42])[CH3:41], predict the reactants needed to synthesize it. The reactants are: C([O-])(=O)C.[Na+].BrN1C(C)(C)C(=O)N(Br)C1=O.C([O:20][C:21]1[CH2:38][CH2:37][C@H:36]2[C:23](=[CH:24][CH2:25][C@@H:26]3[C@@H:35]2[C@H:34]([O:39][C:40](=[O:42])[CH3:41])[CH2:33][C@@:31]2([CH3:32])[C@H:27]3[CH2:28][CH2:29][C:30]2=[O:43])[CH:22]=1)(=O)C.S([O-])([O-])=O.[Na+].[Na+].[Br-].[Li+].C(=O)([O-])[O-].[Li+].[Li+].